Dataset: Catalyst prediction with 721,799 reactions and 888 catalyst types from USPTO. Task: Predict which catalyst facilitates the given reaction. (1) Reactant: C1(NC(C)C)CCCCC1.[Li]CCCC.[C:16]([O:20][C:21](=[O:23])[CH3:22])([CH3:19])([CH3:18])[CH3:17].[Br:24][C:25]1[CH:32]=[CH:31][C:28]([CH2:29]Br)=[CH:27][CH:26]=1. Product: [C:16]([O:20][C:21](=[O:23])[CH2:22][CH2:29][C:28]1[CH:31]=[CH:32][C:25]([Br:24])=[CH:26][CH:27]=1)([CH3:19])([CH3:18])[CH3:17]. The catalyst class is: 1. (2) Reactant: [O:1]1[C:5]2[CH:6]=[CH:7][C:8]([C:10]3[C:11]([C:19]4[CH:24]=[CH:23][CH:22]=[C:21]([CH3:25])[N:20]=4)=[N:12][N:13]([CH2:15][CH2:16][C:17]#[N:18])[CH:14]=3)=[CH:9][C:4]=2[O:3][CH2:2]1.N.[H][H]. Product: [O:1]1[C:5]2[CH:6]=[CH:7][C:8]([C:10]3[C:11]([C:19]4[CH:24]=[CH:23][CH:22]=[C:21]([CH3:25])[N:20]=4)=[N:12][N:13]([CH2:15][CH2:16][CH2:17][NH2:18])[CH:14]=3)=[CH:9][C:4]=2[O:3][CH2:2]1. The catalyst class is: 319. (3) Reactant: [Br:1][C:2]1[CH:7]=[CH:6][C:5]([NH2:8])=[C:4]([C:9]2[CH2:14][CH2:13][CH2:12][CH2:11][CH:10]=2)[CH:3]=1.[C:15]([C:17]1[N:18]=[C:19]([C:30]([O-])=[O:31])[N:20]([CH2:22][O:23][CH2:24][CH2:25][Si:26]([CH3:29])([CH3:28])[CH3:27])[CH:21]=1)#[N:16].[K+].C1CN([P+](Br)(N2CCCC2)N2CCCC2)CC1.F[P-](F)(F)(F)(F)F.C(N(CC)C(C)C)(C)C. Product: [Br:1][C:2]1[CH:7]=[CH:6][C:5]([NH:8][C:30]([C:19]2[N:20]([CH2:22][O:23][CH2:24][CH2:25][Si:26]([CH3:29])([CH3:28])[CH3:27])[CH:21]=[C:17]([C:15]#[N:16])[N:18]=2)=[O:31])=[C:4]([C:9]2[CH2:14][CH2:13][CH2:12][CH2:11][CH:10]=2)[CH:3]=1. The catalyst class is: 31. (4) Reactant: [C@@H:1]12[CH2:7][C@@H:4]([CH2:5][CH2:6]1)[CH2:3][C@H:2]2[C:8]([NH:10][C:11]1[S:12][C:13]([C:18]2[CH:23]=[C:22]([CH3:24])[CH:21]=[CH:20][C:19]=2[CH3:25])=[CH:14][C:15]=1[C:16]#[N:17])=[O:9].[Cl:26]N1C(=O)CCC1=O.O. Product: [C@@H:1]12[CH2:7][C@@H:4]([CH2:5][CH2:6]1)[CH2:3][C@H:2]2[C:8]([NH:10][C:11]1[S:12][C:13]([C:18]2[CH:23]=[C:22]([CH3:24])[CH:21]=[CH:20][C:19]=2[CH3:25])=[C:14]([Cl:26])[C:15]=1[C:16]#[N:17])=[O:9]. The catalyst class is: 15. (5) Reactant: [OH:1][C:2]1[CH:3]=[C:4]([CH:32]=[CH:33][CH:34]=1)[C:5]([NH:7][N:8]([C:12](=[O:31])/[CH:13]=[CH:14]/[C:15]1[C:23]2[C:18](=[CH:19][CH:20]=[CH:21][CH:22]=2)[N:17]([C:24]([O:26][C:27]([CH3:30])([CH3:29])[CH3:28])=[O:25])[CH:16]=1)[CH:9]([CH3:11])[CH3:10])=[O:6].C([O-])([O-])=O.[K+].[K+].Br[CH2:42][CH2:43][O:44][CH3:45]. Product: [CH:9]([N:8]([C:12](=[O:31])/[CH:13]=[CH:14]/[C:15]1[C:23]2[C:18](=[CH:19][CH:20]=[CH:21][CH:22]=2)[N:17]([C:24]([O:26][C:27]([CH3:29])([CH3:28])[CH3:30])=[O:25])[CH:16]=1)[NH:7][C:5](=[O:6])[C:4]1[CH:32]=[CH:33][CH:34]=[C:2]([O:1][CH2:42][CH2:43][O:44][CH3:45])[CH:3]=1)([CH3:11])[CH3:10]. The catalyst class is: 21. (6) Product: [CH2:29]([O:31][C:32](=[O:45])[CH2:33][N:34]1[C:42]2[CH2:41][CH2:40][CH2:39][C:38](=[O:43])[C:37]=2[C:36]([S:21][C:22]2[CH:23]=[CH:24][C:25]([Cl:28])=[CH:26][CH:27]=2)=[C:35]1[CH3:44])[CH3:30]. The catalyst class is: 161. Reactant: C1(N(Cl)C(=O)N(Cl)C(=O)N1Cl)=O.[Cl:28][C:25]1[CH:26]=[CH:27][C:22]([S:21][S:21][C:22]2[CH:27]=[CH:26][C:25]([Cl:28])=[CH:24][CH:23]=2)=[CH:23][CH:24]=1.[CH2:29]([O:31][C:32](=[O:45])[CH2:33][N:34]1[C:42]2[CH2:41][CH2:40][CH2:39][C:38](=[O:43])[C:37]=2[CH:36]=[C:35]1[CH3:44])[CH3:30].C([O-])(O)=O.[Na+]. (7) Reactant: [C:1]([O:4][C:5]1[CH:26]=[CH:25][C:8]([CH:9]=[CH:10][C:11]2[CH:16]=[C:15]([O:17]COC)[CH:14]=[C:13]([O:21]COC)[CH:12]=2)=[CH:7][CH:6]=1)(=[O:3])[CH3:2].[Na+].[I-].C[Si](Cl)(C)C. Product: [C:1]([O:4][C:5]1[CH:26]=[CH:25][C:8]([CH:9]=[CH:10][C:11]2[CH:12]=[C:13]([OH:21])[CH:14]=[C:15]([OH:17])[CH:16]=2)=[CH:7][CH:6]=1)(=[O:3])[CH3:2]. The catalyst class is: 759. (8) Reactant: Cl.C1COCC1.[CH3:7][O:8][C:9]1[C:18]2[O:17]C(C)(C)[O:15][CH2:14][C:13]=2[CH:12]=[C:11]([N:21]2[CH2:25][CH2:24][CH2:23][C:22]2=[O:26])[CH:10]=1. Product: [OH:17][C:18]1[C:9]([O:8][CH3:7])=[CH:10][C:11]([N:21]2[CH2:25][CH2:24][CH2:23][C:22]2=[O:26])=[CH:12][C:13]=1[CH2:14][OH:15]. The catalyst class is: 6. (9) Reactant: [CH2:1]([O:3][C:4]([C:6]1N=[C:8]([CH3:12])[S:9][C:10]=1[NH2:11])=[O:5])[CH3:2].[CH3:13]N(C1C=CC=CN=1)C.[C:22](O[C:22]([O:24][C:25]([CH3:28])([CH3:27])[CH3:26])=[O:23])([O:24][C:25]([CH3:28])([CH3:27])[CH3:26])=[O:23]. Product: [CH2:1]([O:3][C:4]([C:6]1[CH:13]=[C:8]([CH3:12])[S:9][C:10]=1[NH:11][C:22]([O:24][C:25]([CH3:28])([CH3:27])[CH3:26])=[O:23])=[O:5])[CH3:2]. The catalyst class is: 1.